Dataset: Full USPTO retrosynthesis dataset with 1.9M reactions from patents (1976-2016). Task: Predict the reactants needed to synthesize the given product. (1) Given the product [F:37][C:38]([F:46])([F:47])[C:39]1[CH:40]=[C:41]([NH:42][C:11]([C:10]2[CH:14]=[CH:15][CH:16]=[CH:17][C:9]=2/[CH:8]=[CH:7]/[C:6]([O:5][C:1]([CH3:2])([CH3:3])[CH3:4])=[O:18])=[O:13])[CH:43]=[CH:44][CH:45]=1, predict the reactants needed to synthesize it. The reactants are: [C:1]([O:5][C:6](=[O:18])/[CH:7]=[CH:8]/[C:9]1[CH:17]=[CH:16][CH:15]=[CH:14][C:10]=1[C:11]([OH:13])=O)([CH3:4])([CH3:3])[CH3:2].C[N+]1(C2N=C(OC)N=C(OC)N=2)CCOCC1.[Cl-].[F:37][C:38]([F:47])([F:46])[C:39]1[CH:40]=[C:41]([CH:43]=[CH:44][CH:45]=1)[NH2:42].O. (2) Given the product [C:40]([C:42]1[CH:43]=[C:44]([CH:63]=[CH:64][CH:65]=1)[C:45]([NH:47][C:48]1[CH:49]=[C:50]2[C:54](=[CH:55][CH:56]=1)[N:53]([CH3:57])[CH:52]=[C:51]2[CH:58]1[CH2:62][CH2:61][N:60]([C:6]([CH:1]2[CH2:2][CH2:3][CH2:4][CH2:5]2)=[O:8])[CH2:59]1)=[O:46])#[N:41], predict the reactants needed to synthesize it. The reactants are: [CH:1]1([C:6]([OH:8])=O)[CH2:5][CH2:4][CH2:3][CH2:2]1.CCN(C(C)C)C(C)C.CCN=C=NCCCN(C)C.Cl.C1C=CC2N(O)N=NC=2C=1.[C:40]([C:42]1[CH:43]=[C:44]([CH:63]=[CH:64][CH:65]=1)[C:45]([NH:47][C:48]1[CH:49]=[C:50]2[C:54](=[CH:55][CH:56]=1)[N:53]([CH3:57])[CH:52]=[C:51]2[CH:58]1[CH2:62][CH2:61][NH:60][CH2:59]1)=[O:46])#[N:41]. (3) Given the product [Cl:14][C:11]1[CH:12]=[CH:13][C:4]([CH2:3][O:22][C:18]2[CH:19]=[CH:20][CH:21]=[C:16]([Cl:15])[CH:17]=2)=[C:5]([CH:10]=1)[C:6]([O:8][CH3:9])=[O:7], predict the reactants needed to synthesize it. The reactants are: BrC[CH2:3][C:4]1[CH:13]=[CH:12][C:11]([Cl:14])=[CH:10][C:5]=1[C:6]([O:8][CH3:9])=[O:7].[Cl:15][C:16]1[CH:17]=[C:18]([OH:22])[CH:19]=[CH:20][CH:21]=1. (4) Given the product [Cl:15][CH2:16][C:17]([NH:1][C:2]1[CH:7]=[CH:6][N:5]=[CH:4][CH:3]=1)=[O:18], predict the reactants needed to synthesize it. The reactants are: [NH2:1][C:2]1[CH:7]=[CH:6][N:5]=[CH:4][CH:3]=1.C(N(CC)CC)C.[Cl:15][CH2:16][C:17](Cl)=[O:18]. (5) Given the product [Cl:28][C:24]1[CH:25]=[CH:26][CH:27]=[C:2]([Cl:1])[C:3]=1[CH2:4][C:5]1[N:9]([CH2:10][C:11]2[CH:19]=[CH:18][C:14]([C:15]([NH:74][CH2:73][CH2:72][CH2:71][N:68]3[CH2:69][CH2:70][O:65][CH2:66][CH2:67]3)=[O:17])=[CH:13][CH:12]=2)[C:8]2[CH:20]=[CH:21][CH:22]=[CH:23][C:7]=2[N:6]=1, predict the reactants needed to synthesize it. The reactants are: [Cl:1][C:2]1[CH:27]=[CH:26][CH:25]=[C:24]([Cl:28])[C:3]=1[CH2:4][C:5]1[N:9]([CH2:10][C:11]2[CH:19]=[CH:18][C:14]([C:15]([OH:17])=O)=[CH:13][CH:12]=2)[C:8]2[CH:20]=[CH:21][CH:22]=[CH:23][C:7]=2[N:6]=1.F[P-](F)(F)(F)(F)F.N1(O[P+](N(C)C)(N(C)C)N(C)C)C2C=CC=CC=2N=N1.CCN(C(C)C)C(C)C.[O:65]1[CH2:70][CH2:69][N:68]([CH2:71][CH2:72][CH2:73][NH2:74])[CH2:67][CH2:66]1. (6) Given the product [C:17]([C:19]1([CH2:32][CH2:33][N:10]2[C:11]3[C:6](=[CH:5][CH:4]=[C:3]([O:2][CH3:1])[CH:12]=3)[C:7]([CH3:14])=[CH:8][C:9]2=[O:13])[CH2:24][CH2:23][N:22]([C:25]([O:27][C:28]([CH3:30])([CH3:29])[CH3:31])=[O:26])[CH2:21][CH2:20]1)#[N:18], predict the reactants needed to synthesize it. The reactants are: [CH3:1][O:2][C:3]1[CH:12]=[C:11]2[C:6]([C:7]([CH3:14])=[CH:8][C:9](=[O:13])[NH:10]2)=[CH:5][CH:4]=1.[H-].[Na+].[C:17]([C:19]1([CH2:32][CH2:33]OS(C)(=O)=O)[CH2:24][CH2:23][N:22]([C:25]([O:27][C:28]([CH3:31])([CH3:30])[CH3:29])=[O:26])[CH2:21][CH2:20]1)#[N:18].C(=O)([O-])[O-].[K+].[K+]. (7) Given the product [Br:12][C:11]1[C:6]([NH:5][CH2:4][CH2:3][CH2:2][NH:1][C:44]([NH:43][C:37]2[CH:42]=[CH:41][CH:40]=[CH:39][CH:38]=2)=[O:45])=[N:7][C:8]([NH:13][C:14]2[CH:15]=[C:16]([NH:20][C:21]([N:23]3[CH2:27][CH2:26][CH2:25][CH2:24]3)=[O:22])[CH:17]=[CH:18][CH:19]=2)=[N:9][CH:10]=1, predict the reactants needed to synthesize it. The reactants are: [NH2:1][CH2:2][CH2:3][CH2:4][NH:5][C:6]1[C:11]([Br:12])=[CH:10][N:9]=[C:8]([NH:13][C:14]2[CH:15]=[C:16]([NH:20][C:21]([N:23]3[CH2:27][CH2:26][CH2:25][CH2:24]3)=[O:22])[CH:17]=[CH:18][CH:19]=2)[N:7]=1.CCN(C(C)C)C(C)C.[C:37]1([N:43]=[C:44]=[O:45])[CH:42]=[CH:41][CH:40]=[CH:39][CH:38]=1. (8) Given the product [CH3:30][C:28]1[N:29]=[C:25]([N:22]2[CH:10]=[C:9]([CH2:8][CH2:7][C:1]3[CH:2]=[CH:3][CH:4]=[CH:5][CH:6]=3)[N:24]=[N:23]2)[S:26][C:27]=1[C:31]([O:33][CH2:34][CH3:35])=[O:32], predict the reactants needed to synthesize it. The reactants are: [C:1]1([CH2:7][CH2:8][CH2:9][C:10]#C)[CH:6]=[CH:5][CH:4]=[CH:3][CH:2]=1.C1(CCC#C)C=CC=CC=1.[N:22]([C:25]1[S:26][C:27]([C:31]([O:33][CH2:34][CH3:35])=[O:32])=[C:28]([CH3:30])[N:29]=1)=[N+:23]=[N-:24]. (9) Given the product [Br:3][C:4]1[CH:13]=[CH:12][C:7]([CH2:8][OH:9])=[CH:6][C:5]=1[O:14][C:15]([F:16])([F:18])[F:17], predict the reactants needed to synthesize it. The reactants are: [BH4-].[Li+].[Br:3][C:4]1[CH:13]=[CH:12][C:7]([C:8](OC)=[O:9])=[CH:6][C:5]=1[O:14][C:15]([F:18])([F:17])[F:16]. (10) Given the product [CH2:1]([C:8]1[CH:9]=[C:10]([N:15]2[CH:19]=[CH:18][N:17]([C:20]3[CH:25]=[CH:24][C:23]([O:26][C:27]4[CH:32]=[CH:31][CH:30]=[CH:29][CH:28]=4)=[CH:22][CH:21]=3)[C:16]2=[O:33])[CH:11]=[CH:12][C:13]=1[O:14][CH2:38][CH2:37][Br:36])[C:2]1[CH:7]=[CH:6][CH:5]=[CH:4][CH:3]=1, predict the reactants needed to synthesize it. The reactants are: [CH2:1]([C:8]1[CH:9]=[C:10]([N:15]2[CH:19]=[CH:18][N:17]([C:20]3[CH:25]=[CH:24][C:23]([O:26][C:27]4[CH:32]=[CH:31][CH:30]=[CH:29][CH:28]=4)=[CH:22][CH:21]=3)[C:16]2=[O:33])[CH:11]=[CH:12][C:13]=1[OH:14])[C:2]1[CH:7]=[CH:6][CH:5]=[CH:4][CH:3]=1.[OH-].[Na+].[Br:36][CH2:37][CH2:38]Br.